Dataset: Reaction yield outcomes from USPTO patents with 853,638 reactions. Task: Predict the reaction yield, written as a fraction of the theoretical maximum amount of product (1.0 means a 100% yield; for example, 0.34 means a 34% yield). (1) The reactants are C(OC([N:8]1[CH2:13][CH2:12][CH:11]([N:14]2[CH2:18][CH2:17][C@H:16]([O:19][C:20]3[CH:21]=[N:22][C:23]([S:26]([CH3:29])(=[O:28])=[O:27])=[CH:24][CH:25]=3)[C:15]2=[O:30])[CH2:10][CH2:9]1)=O)(C)(C)C.[ClH:31]. The catalyst is C(Cl)Cl.O1CCOCC1. The product is [ClH:31].[CH3:29][S:26]([C:23]1[N:22]=[CH:21][C:20]([O:19][C@H:16]2[CH2:17][CH2:18][N:14]([CH:11]3[CH2:12][CH2:13][NH:8][CH2:9][CH2:10]3)[C:15]2=[O:30])=[CH:25][CH:24]=1)(=[O:27])=[O:28]. The yield is 0.940. (2) The reactants are [CH3:1][N:2]1[CH:7]=[C:6]([C:8]2[CH:13]=[C:12]([CH2:14][S:15]([CH3:18])(=[O:17])=[O:16])[CH:11]=[CH:10][C:9]=2[NH:19][C:20]2[CH:25]=[CH:24][CH:23]=[CH:22][N:21]=2)[C:5]2[CH:26]=[CH:27][N:28](S(C3C=CC(C)=CC=3)(=O)=O)[C:4]=2[C:3]1=[O:39].[OH-].[Li+].Cl. The catalyst is O1CCOCC1.O.[Br-].C[N+](C)(C)CCCCCCCCCCCCCCCC. The product is [CH3:1][N:2]1[CH:7]=[C:6]([C:8]2[CH:13]=[C:12]([CH2:14][S:15]([CH3:18])(=[O:16])=[O:17])[CH:11]=[CH:10][C:9]=2[NH:19][C:20]2[CH:25]=[CH:24][CH:23]=[CH:22][N:21]=2)[C:5]2[CH:26]=[CH:27][NH:28][C:4]=2[C:3]1=[O:39]. The yield is 0.990. (3) The reactants are [Cl:1][C:2]1[C:3]([N:16]2[CH2:21][CH2:20][CH2:19][C@@H:18]([N:22](C)[C:23](=O)OC(C)(C)C)[CH2:17]2)=[C:4]2[C:10]([NH:11][C:12](=[O:15])[CH2:13][CH3:14])=[CH:9][NH:8][C:5]2=[N:6][CH:7]=1.C(O)(C(F)(F)F)=O. The catalyst is C(Cl)Cl. The product is [ClH:1].[Cl:1][C:2]1[C:3]([N:16]2[CH2:21][CH2:20][CH2:19][C@@H:18]([NH:22][CH3:23])[CH2:17]2)=[C:4]2[C:10]([NH:11][C:12](=[O:15])[CH2:13][CH3:14])=[CH:9][NH:8][C:5]2=[N:6][CH:7]=1. The yield is 0.890.